Dataset: Full USPTO retrosynthesis dataset with 1.9M reactions from patents (1976-2016). Task: Predict the reactants needed to synthesize the given product. Given the product [Cl:1][C:2]1[S:6][C:5]([C:7]([NH:9][C:10]2[C:11]([C:16]([OH:18])=[O:17])=[N:12][CH:13]=[CH:14][CH:15]=2)=[O:8])=[CH:4][CH:3]=1, predict the reactants needed to synthesize it. The reactants are: [Cl:1][C:2]1[S:6][C:5]([C:7]([NH:9][C:10]2[C:11]([C:16]([O:18]C)=[O:17])=[N:12][CH:13]=[CH:14][CH:15]=2)=[O:8])=[CH:4][CH:3]=1.O.[OH-].[Li+].